This data is from NCI-60 drug combinations with 297,098 pairs across 59 cell lines. The task is: Regression. Given two drug SMILES strings and cell line genomic features, predict the synergy score measuring deviation from expected non-interaction effect. (1) Drug 1: CC12CCC3C(C1CCC2=O)CC(=C)C4=CC(=O)C=CC34C. Drug 2: C1C(C(OC1N2C=C(C(=O)NC2=O)F)CO)O. Cell line: BT-549. Synergy scores: CSS=39.0, Synergy_ZIP=-7.49, Synergy_Bliss=-5.77, Synergy_Loewe=-4.01, Synergy_HSA=-3.67. (2) Drug 1: CC1=C2C(C(=O)C3(C(CC4C(C3C(C(C2(C)C)(CC1OC(=O)C(C(C5=CC=CC=C5)NC(=O)C6=CC=CC=C6)O)O)OC(=O)C7=CC=CC=C7)(CO4)OC(=O)C)O)C)OC(=O)C. Drug 2: C1CCC(C(C1)N)N.C(=O)(C(=O)[O-])[O-].[Pt+4]. Cell line: IGROV1. Synergy scores: CSS=28.4, Synergy_ZIP=0.344, Synergy_Bliss=7.63, Synergy_Loewe=3.16, Synergy_HSA=9.05. (3) Drug 1: CC(C1=C(C=CC(=C1Cl)F)Cl)OC2=C(N=CC(=C2)C3=CN(N=C3)C4CCNCC4)N. Drug 2: C1C(C(OC1N2C=NC(=NC2=O)N)CO)O. Cell line: M14. Synergy scores: CSS=-3.28, Synergy_ZIP=2.28, Synergy_Bliss=1.08, Synergy_Loewe=-4.39, Synergy_HSA=-3.08. (4) Drug 1: C1CN(P(=O)(OC1)NCCCl)CCCl. Drug 2: COCCOC1=C(C=C2C(=C1)C(=NC=N2)NC3=CC=CC(=C3)C#C)OCCOC.Cl. Cell line: HOP-62. Synergy scores: CSS=-4.60, Synergy_ZIP=8.14, Synergy_Bliss=13.7, Synergy_Loewe=-4.74, Synergy_HSA=-1.93. (5) Drug 2: CCC1(CC2CC(C3=C(CCN(C2)C1)C4=CC=CC=C4N3)(C5=C(C=C6C(=C5)C78CCN9C7C(C=CC9)(C(C(C8N6C=O)(C(=O)OC)O)OC(=O)C)CC)OC)C(=O)OC)O.OS(=O)(=O)O. Cell line: SW-620. Synergy scores: CSS=44.8, Synergy_ZIP=11.6, Synergy_Bliss=11.0, Synergy_Loewe=-14.7, Synergy_HSA=9.14. Drug 1: CC12CCC(CC1=CCC3C2CCC4(C3CC=C4C5=CN=CC=C5)C)O.